This data is from Catalyst prediction with 721,799 reactions and 888 catalyst types from USPTO. The task is: Predict which catalyst facilitates the given reaction. (1) Reactant: [CH3:1][C:2]1[C:7]([CH3:8])=[CH:6][CH:5]=[CH:4][C:3]=1[OH:9].[H-].[Na+].I[CH2:13][C:14]([NH2:16])=[O:15]. Product: [CH3:1][C:2]1[C:7]([CH3:8])=[CH:6][CH:5]=[CH:4][C:3]=1[O:9][CH2:13][C:14]([NH2:16])=[O:15]. The catalyst class is: 3. (2) Reactant: [NH2:1][C:2]1[N:7]=[C:6]([CH3:8])[C:5]([CH2:9][C:10]2[CH:15]=[CH:14][C:13]([CH2:16][C:17]([O:19][CH2:20][CH2:21][CH2:22][CH2:23][N:24]([CH3:26])[CH3:25])=[O:18])=[CH:12][CH:11]=2)=[C:4]([NH:27][CH2:28][CH2:29][CH2:30][CH2:31][CH3:32])[N:3]=1.[S:33]1([C:44]2[C:39](=[CH:40][CH:41]=[CH:42][CH:43]=2)[C:37](=[O:38])[NH:36]1)(=[O:35])=[O:34]. Product: [S:33]1([C:44]2[C:39](=[CH:40][CH:41]=[CH:42][CH:43]=2)[C:37](=[O:38])[NH:36]1)(=[O:34])=[O:35].[S:33]1([C:44]2[C:39](=[CH:40][CH:41]=[CH:42][CH:43]=2)[C:37](=[O:38])[NH:36]1)(=[O:34])=[O:35].[NH2:1][C:2]1[N:7]=[C:6]([CH3:8])[C:5]([CH2:9][C:10]2[CH:11]=[CH:12][C:13]([CH2:16][C:17]([O:19][CH2:20][CH2:21][CH2:22][CH2:23][N:24]([CH3:25])[CH3:26])=[O:18])=[CH:14][CH:15]=2)=[C:4]([NH:27][CH2:28][CH2:29][CH2:30][CH2:31][CH3:32])[N:3]=1. The catalyst class is: 10. (3) Reactant: [Br:1][C:2]1[CH:7]=[CH:6][C:5]([CH2:8][C:9]([OH:11])=[O:10])=[C:4]([N+:12]([O-:14])=[O:13])[CH:3]=1.Cl.[C:16]([O-])([O-])=O.[Na+].[Na+]. Product: [CH3:16][O:10][C:9](=[O:11])[CH2:8][C:5]1[CH:6]=[CH:7][C:2]([Br:1])=[CH:3][C:4]=1[N+:12]([O-:14])=[O:13]. The catalyst class is: 5. (4) Reactant: [O:1]1[CH2:7][CH2:6][C:5]([C:8]([OH:10])=O)=[CH:4][C:3]2[CH:11]=[CH:12][CH:13]=[CH:14][C:2]1=2.ON1C2C=CC=CC=2N=N1.Cl.C(N=C=NCCCN(C)C)C.[N:37]1([C:42]2[CH:43]=[C:44]([CH:46]=[CH:47][CH:48]=2)[NH2:45])[CH:41]=[CH:40][N:39]=[CH:38]1. Product: [N:37]1([C:42]2[CH:43]=[C:44]([NH:45][C:8]([C:5]3[CH2:6][CH2:7][O:1][C:2]4[CH:14]=[CH:13][CH:12]=[CH:11][C:3]=4[CH:4]=3)=[O:10])[CH:46]=[CH:47][CH:48]=2)[CH:41]=[CH:40][N:39]=[CH:38]1. The catalyst class is: 4. (5) Reactant: [CH3:1][O:2][C:3]1[CH:8]=[CH:7][CH:6]=[CH:5][C:4]=1[C:9]1[NH:10][CH:11]=[C:12]([CH:14]2[CH2:19][C:18]([CH3:21])([CH3:20])[O:17][C:16]([CH3:23])([CH3:22])[CH2:15]2)[N:13]=1.[H-].[Na+].[C:26]([C:28]1[CH:35]=[CH:34][C:31]([CH2:32]Br)=[CH:30][CH:29]=1)#[N:27]. Product: [CH3:1][O:2][C:3]1[CH:8]=[CH:7][CH:6]=[CH:5][C:4]=1[C:9]1[N:10]([CH2:32][C:31]2[CH:34]=[CH:35][C:28]([C:26]#[N:27])=[CH:29][CH:30]=2)[CH:11]=[C:12]([CH:14]2[CH2:19][C:18]([CH3:21])([CH3:20])[O:17][C:16]([CH3:23])([CH3:22])[CH2:15]2)[N:13]=1. The catalyst class is: 1.